From a dataset of Reaction yield outcomes from USPTO patents with 853,638 reactions. Predict the reaction yield, written as a fraction of the theoretical maximum amount of product (1.0 means a 100% yield; for example, 0.34 means a 34% yield). (1) The reactants are [NH2:1][C:2]1[CH:7]=[C:6]([C:8]([CH3:11])([CH3:10])[CH3:9])[CH:5]=[C:4]([N+:12]([O-:14])=[O:13])[C:3]=1[OH:15].N1C=CC=CC=1.C1C([N+]([O-])=O)=CC=C([Cl-][C:32]([O-])=[O:33])C=1. The catalyst is C(Cl)Cl. The product is [C:8]([C:6]1[CH:5]=[C:4]([N+:12]([O-:14])=[O:13])[C:3]2[O:15][C:32](=[O:33])[NH:1][C:2]=2[CH:7]=1)([CH3:9])([CH3:10])[CH3:11]. The yield is 0.700. (2) The reactants are COC1C=C(OC)C=CC=1C[N:6]([C:31]1[CH:36]=[CH:35][N:34]=[CH:33][N:32]=1)[S:7]([C:10]1[CH:15]=[C:14]([CH3:16])[C:13]([O:17][C@H:18]2[CH2:23][CH2:22][CH2:21][CH2:20][C@@H:19]2[C:24]2[N:28]([CH3:29])[N:27]=[CH:26][CH:25]=2)=[CH:12][C:11]=1[F:30])(=[O:9])=[O:8].C([SiH](CC)CC)C.FC(F)(F)C(O)=O. The catalyst is ClCCl. The product is [F:30][C:11]1[CH:12]=[C:13]([O:17][C@H:18]2[CH2:23][CH2:22][CH2:21][CH2:20][C@@H:19]2[C:24]2[N:28]([CH3:29])[N:27]=[CH:26][CH:25]=2)[C:14]([CH3:16])=[CH:15][C:10]=1[S:7]([NH:6][C:31]1[CH:36]=[CH:35][N:34]=[CH:33][N:32]=1)(=[O:8])=[O:9]. The yield is 0.990. (3) The reactants are [NH2:1][C:2]1[CH:22]=[CH:21][C:5]([C:6]([NH:8][CH:9]([CH3:20])[C:10]([N:12]2[CH2:16][CH2:15][CH2:14][CH:13]2[C:17]([OH:19])=O)=[O:11])=[O:7])=[CH:4][C:3]=1[Cl:23].[O:24]=[C:25]1[O:29][CH:28]([O:30][CH2:31][CH2:32][C:33]2[CH:38]=[CH:37][CH:36]=CC=2)[CH:27]([NH:39]C(C2CCCN2C(=O)C(NC(=O)C2C=CC(N)=C(Cl)C=2)C)=O)[CH2:26]1. No catalyst specified. The product is [CH:31]1([O:30][CH:28]2[CH:27]([NH:39][C:17]([CH:13]3[CH2:14][CH2:15][CH2:16][N:12]3[C:10](=[O:11])[CH:9]([NH:8][C:6](=[O:7])[C:5]3[CH:21]=[CH:22][C:2]([NH2:1])=[C:3]([Cl:23])[CH:4]=3)[CH3:20])=[O:19])[CH2:26][C:25](=[O:24])[O:29]2)[CH2:32][CH2:33][CH2:38][CH2:37][CH2:36]1. The yield is 0.470. (4) The reactants are [CH3:1][O:2][C:3]1[CH:4]=[C:5]2[C:10](=[CH:11][C:12]=1[O:13][CH3:14])[N:9]=[CH:8][CH:7]=[C:6]2[O:15][C:16]1[CH:22]=[CH:21][C:19]([NH2:20])=[C:18]([O:23][CH3:24])[CH:17]=1.ClC(Cl)(O[C:29](=[O:35])OC(Cl)(Cl)Cl)Cl.[NH2:37][N:38]1[CH2:43][CH2:42][CH2:41][CH2:40][CH2:39]1.C(=O)(O)[O-].[Na+]. The catalyst is C(Cl)Cl.C(N(CC)CC)C.C1(C)C=CC=CC=1. The product is [CH3:1][O:2][C:3]1[CH:4]=[C:5]2[C:10](=[CH:11][C:12]=1[O:13][CH3:14])[N:9]=[CH:8][CH:7]=[C:6]2[O:15][C:16]1[CH:22]=[CH:21][C:19]([NH:20][C:29]([NH:37][N:38]2[CH2:43][CH2:42][CH2:41][CH2:40][CH2:39]2)=[O:35])=[C:18]([O:23][CH3:24])[CH:17]=1. The yield is 0.620. (5) The reactants are C[O:2][C:3]1[CH:4]=[C:5]2[C:10](=[CH:11][CH:12]=1)[S:9][C:8]([CH3:14])([CH3:13])[CH2:7][C:6]2=[O:15].B(Br)(Br)Br. The catalyst is C(Cl)Cl. The product is [OH:2][C:3]1[CH:4]=[C:5]2[C:10](=[CH:11][CH:12]=1)[S:9][C:8]([CH3:13])([CH3:14])[CH2:7][C:6]2=[O:15]. The yield is 0.400. (6) The reactants are [C:1]([Si:5]([CH3:38])([CH3:37])[O:6][C@@H:7]([CH3:36])[C@@H:8]([NH:23][C:24]1[CH:29]=[CH:28][C:27]([C:30]#[N:31])=[C:26]([C:32]([F:35])([F:34])[F:33])[CH:25]=1)[C:9]([NH:11][NH:12][C:13](=O)[C:14]1[CH:19]=[CH:18][C:17]([C:20]#[N:21])=[CH:16][CH:15]=1)=[O:10])([CH3:4])([CH3:3])[CH3:2].C1C=CC(P(C2C=CC=CC=2)C2C=CC=CC=2)=CC=1.II.CCN(CC)CC. The catalyst is C(Cl)Cl. The product is [Si:5]([O:6][C@@H:7]([CH3:36])[C@@H:8]([NH:23][C:24]1[CH:29]=[CH:28][C:27]([C:30]#[N:31])=[C:26]([C:32]([F:33])([F:35])[F:34])[CH:25]=1)[C:9]1[O:10][C:13]([C:14]2[CH:15]=[CH:16][C:17]([C:20]#[N:21])=[CH:18][CH:19]=2)=[N:12][N:11]=1)([C:1]([CH3:4])([CH3:3])[CH3:2])([CH3:38])[CH3:37]. The yield is 0.890. (7) The reactants are C(Cl)(=O)C(Cl)=O.CS(C)=O.[I:11][C:12]1[C:16]([CH2:17][OH:18])=[CH:15][N:14]([CH:19]2[CH2:24][CH2:23][CH2:22][CH2:21][O:20]2)[N:13]=1.C(N(CC)CC)C. The catalyst is ClCCl. The product is [I:11][C:12]1[C:16]([CH:17]=[O:18])=[CH:15][N:14]([CH:19]2[CH2:24][CH2:23][CH2:22][CH2:21][O:20]2)[N:13]=1. The yield is 0.900.